This data is from Full USPTO retrosynthesis dataset with 1.9M reactions from patents (1976-2016). The task is: Predict the reactants needed to synthesize the given product. (1) Given the product [CH3:13][O:14][C:15]1[CH:16]=[C:17]([S:21]([NH:1][C:2]2[S:3][CH:4]=[C:5]([CH2:7][C:8]([O:10][CH2:11][CH3:12])=[O:9])[N:6]=2)(=[O:23])=[O:22])[CH:18]=[CH:19][CH:20]=1, predict the reactants needed to synthesize it. The reactants are: [NH2:1][C:2]1[S:3][CH:4]=[C:5]([CH2:7][C:8]([O:10][CH2:11][CH3:12])=[O:9])[N:6]=1.[CH3:13][O:14][C:15]1[CH:16]=[C:17]([S:21](Cl)(=[O:23])=[O:22])[CH:18]=[CH:19][CH:20]=1. (2) Given the product [CH3:6][C:7]1[NH:12][C:11](=[S:13])[NH:10][CH:9]([C:14]2[CH:19]=[CH:18][CH:17]=[CH:16][CH:15]=2)[C:8]=1[C:20]([OH:22])=[O:21], predict the reactants needed to synthesize it. The reactants are: C(NCC)C.[CH3:6][C:7]1[NH:12][C:11](=[S:13])[NH:10][CH:9]([C:14]2[CH:19]=[CH:18][CH:17]=[CH:16][CH:15]=2)[C:8]=1[C:20]([O:22]CC=C)=[O:21]. (3) The reactants are: [NH2:1][C:2]1[CH:10]=[CH:9][C:8]([N+:11]([O-])=O)=[CH:7][C:3]=1[C:4]([OH:6])=O.[CH3:14][NH2:15].[N:16]1([CH2:22][CH2:23][CH2:24][O:25][C:26]2[CH:33]=[CH:32][C:29]([CH:30]=O)=[CH:28][CH:27]=2)[CH2:21][CH2:20][CH2:19][CH2:18][CH2:17]1.[F:34][C:35]([F:46])([F:45])[C:36](O[C:36](=[O:37])[C:35]([F:46])([F:45])[F:34])=[O:37]. Given the product [CH3:14][N:15]1[C:4](=[O:6])[C:3]2[C:2](=[CH:10][CH:9]=[C:8]([NH:11][C:36]([C:35]([F:46])([F:45])[F:34])=[O:37])[CH:7]=2)[N:1]=[C:30]1[C:29]1[CH:32]=[CH:33][C:26]([O:25][CH2:24][CH2:23][CH2:22][N:16]2[CH2:21][CH2:20][CH2:19][CH2:18][CH2:17]2)=[CH:27][CH:28]=1, predict the reactants needed to synthesize it. (4) Given the product [N:31]1[CH:32]=[CH:33][CH:34]=[C:29]([CH2:28][N:21]2[C:22]3[C:27](=[CH:26][CH:25]=[CH:24][CH:23]=3)[C:19]([CH:16]3[CH2:17][CH2:18][N:13]([CH2:10][C:6]4[CH:5]=[C:4]([CH:9]=[CH:8][CH:7]=4)[C:3]([OH:2])=[O:12])[CH2:14][CH2:15]3)=[CH:20]2)[CH:30]=1, predict the reactants needed to synthesize it. The reactants are: C[O:2][C:3](=[O:12])[C:4]1[CH:9]=[CH:8][CH:7]=[C:6]([CH2:10]Br)[CH:5]=1.[NH:13]1[CH2:18][CH2:17][CH:16]([C:19]2[C:27]3[C:22](=[CH:23][CH:24]=[CH:25][CH:26]=3)[N:21]([CH2:28][C:29]3[CH:30]=[N:31][CH:32]=[CH:33][CH:34]=3)[CH:20]=2)[CH2:15][CH2:14]1.C(N(CC)CC)C. (5) Given the product [NH2:10][CH:9]([CH2:14][C:15]1[CH:16]=[CH:17][C:18]([C:21]([F:27])([F:26])[C:22]([CH3:23])([CH3:24])[CH3:25])=[CH:19][CH:20]=1)[CH:8]([C:4]1[CH:5]=[CH:6][CH:7]=[C:2]([Cl:1])[CH:3]=1)[OH:12], predict the reactants needed to synthesize it. The reactants are: [Cl:1][C:2]1[CH:3]=[C:4]([CH:8]2[O:12]C(=O)[NH:10][CH:9]2[CH2:14][C:15]2[CH:20]=[CH:19][C:18]([C:21]([F:27])([F:26])[C:22]([CH3:25])([CH3:24])[CH3:23])=[CH:17][CH:16]=2)[CH:5]=[CH:6][CH:7]=1.[OH-].[Na+].